From a dataset of Peptide-MHC class I binding affinity with 185,985 pairs from IEDB/IMGT. Regression. Given a peptide amino acid sequence and an MHC pseudo amino acid sequence, predict their binding affinity value. This is MHC class I binding data. The peptide sequence is YLTAIQDFI. The MHC is HLA-A02:01 with pseudo-sequence HLA-A02:01. The binding affinity (normalized) is 0.940.